This data is from Catalyst prediction with 721,799 reactions and 888 catalyst types from USPTO. The task is: Predict which catalyst facilitates the given reaction. (1) The catalyst class is: 40. Reactant: [C:1]([O:5][C:6]([N:8]1[CH2:13][CH2:12][C:11](=O)[C:10](=[CH:15]N(C)C)[CH2:9]1)=[O:7])([CH3:4])([CH3:3])[CH3:2].Cl.[CH3:20][O:21][C:22](=[NH:24])[NH2:23].C(N(CC)CC)C. Product: [C:1]([O:5][C:6]([N:8]1[CH2:13][CH2:12][C:11]2[N:24]=[C:22]([O:21][CH3:20])[N:23]=[CH:15][C:10]=2[CH2:9]1)=[O:7])([CH3:4])([CH3:2])[CH3:3]. (2) Reactant: FC(F)(F)C(OC(=O)C(F)(F)F)=O.[Cl:14][C:15]1[CH:20]=[CH:19][C:18]([S:21]([N:24]([CH2:32][CH2:33][C:34](O)=[O:35])[C:25]2[CH:30]=[CH:29][C:28]([Cl:31])=[CH:27][CH:26]=2)(=[O:23])=[O:22])=[CH:17][CH:16]=1. Product: [Cl:31][C:28]1[CH:27]=[C:26]2[C:25](=[CH:30][CH:29]=1)[N:24]([S:21]([C:18]1[CH:17]=[CH:16][C:15]([Cl:14])=[CH:20][CH:19]=1)(=[O:22])=[O:23])[CH2:32][CH2:33][C:34]2=[O:35]. The catalyst class is: 55. (3) Reactant: C([C@H]1COC(=O)N1[C:14](=[O:34])[C@H:15]([C:24]1[CH:29]=[CH:28][C:27]([S:30]([CH3:33])(=[O:32])=[O:31])=[CH:26][CH:25]=1)[CH2:16][C:17]1[CH:22]=[CH:21][CH:20]=[CH:19][C:18]=1[CH3:23])C1C=CC=CC=1.[Li+].[OH-:36].O. Product: [CH3:33][S:30]([C:27]1[CH:28]=[CH:29][C:24]([C@H:15]([CH2:16][C:17]2[CH:22]=[CH:21][CH:20]=[CH:19][C:18]=2[CH3:23])[C:14]([OH:34])=[O:36])=[CH:25][CH:26]=1)(=[O:32])=[O:31]. The catalyst class is: 1. (4) Reactant: [CH3:1][C:2]1[CH:3]=[CH:4][C:5]([S:9][C:10]2[CH:11]=[CH:12][CH:13]=[CH:14][C:15]=2[N:16]2[CH2:21][CH2:20][NH:19][CH2:18][CH2:17]2)=[C:6]([CH3:8])[CH:7]=1.[CH:22]1[C:31]2[C:26](=[CH:27][CH:28]=[CH:29][CH:30]=2)[CH:25]=[CH:24][C:23]=1[S:32]([OH:35])(=[O:34])=[O:33]. Product: [CH3:1][C:2]1[CH:3]=[CH:4][C:5]([S:9][C:10]2[CH:11]=[CH:12][CH:13]=[CH:14][C:15]=2[N:16]2[CH2:17][CH2:18][NH:19][CH2:20][CH2:21]2)=[C:6]([CH3:8])[CH:7]=1.[CH:22]1[C:31]2[C:26](=[CH:27][CH:28]=[CH:29][CH:30]=2)[CH:25]=[CH:24][C:23]=1[S:32]([O-:35])(=[O:34])=[O:33]. The catalyst class is: 13. (5) Reactant: [F-].C([N+](CCCC)(CCCC)CCCC)CCC.O1CCCC1.[CH3:24][O:25][C:26]1[CH:27]=[CH:28][C:29]2[N:30]([N:36]=[C:37]([C:55]3[CH:60]=[CH:59][CH:58]=[CH:57][CH:56]=3)[C:38]=2[CH2:39][C:40]2[N:45]=[C:44]([C:46]([O:48][CH3:49])=[O:47])[CH:43]=[C:42]([CH2:50][CH2:51][CH2:52][S:53][CH3:54])[CH:41]=2)[C:31]=1[Si](C)(C)C. Product: [CH3:24][O:25][C:26]1[CH:27]=[CH:28][C:29]2[N:30]([N:36]=[C:37]([C:55]3[CH:56]=[CH:57][CH:58]=[CH:59][CH:60]=3)[C:38]=2[CH2:39][C:40]2[N:45]=[C:44]([C:46]([O:48][CH3:49])=[O:47])[CH:43]=[C:42]([CH2:50][CH2:51][CH2:52][S:53][CH3:54])[CH:41]=2)[CH:31]=1. The catalyst class is: 6. (6) Reactant: [CH3:1][O:2][C:3]1[CH:8]=[CH:7][C:6]([C:9]2[S:13][C:12]([C:14]([OH:16])=O)=[CH:11][CH:10]=2)=[CH:5][CH:4]=1.S(Cl)([Cl:19])=O. Product: [CH3:1][O:2][C:3]1[CH:8]=[CH:7][C:6]([C:9]2[S:13][C:12]([C:14]([Cl:19])=[O:16])=[CH:11][CH:10]=2)=[CH:5][CH:4]=1. The catalyst class is: 11. (7) Reactant: C1(O)C=CC=CC=1.[NH2:8][C:9]1[C:22]2[C:21](=[O:23])[C:20]3[C:15](=[CH:16][CH:17]=[CH:18][CH:19]=3)[C:14](=[O:24])[C:13]=2[CH:12]=[CH:11][CH:10]=1.[CH2:25]([N:29]([CH2:46][CH2:47][CH2:48][CH3:49])[C:30]1[N:35]=[C:34]([N:36]([CH2:41][CH2:42][CH2:43][CH3:44])[CH2:37][CH2:38][CH2:39][CH3:40])[N:33]=[C:32](Cl)[N:31]=1)[CH2:26][CH2:27][CH3:28].[OH-].[Na+]. Product: [CH2:41]([N:36]([CH2:37][CH2:38][CH2:39][CH3:40])[C:34]1[N:35]=[C:30]([N:29]([CH2:25][CH2:26][CH2:27][CH3:28])[CH2:46][CH2:47][CH2:48][CH3:49])[N:31]=[C:32]([NH:8][C:9]2[C:22]3[C:21](=[O:23])[C:20]4[C:15](=[CH:16][CH:17]=[CH:18][CH:19]=4)[C:14](=[O:24])[C:13]=3[CH:12]=[CH:11][CH:10]=2)[N:33]=1)[CH2:42][CH2:43][CH3:44]. The catalyst class is: 46.